Predict the reactants needed to synthesize the given product. From a dataset of Full USPTO retrosynthesis dataset with 1.9M reactions from patents (1976-2016). Given the product [Br:12][C:8]1[CH:9]=[C:2]([F:1])[C:3]([O:10][CH3:11])=[CH:4][C:5]=1[CH:6]=[O:7], predict the reactants needed to synthesize it. The reactants are: [F:1][C:2]1[CH:9]=[CH:8][C:5]([CH:6]=[O:7])=[CH:4][C:3]=1[O:10][CH3:11].[Br-:12].[K+].BrBr.